From a dataset of Forward reaction prediction with 1.9M reactions from USPTO patents (1976-2016). Predict the product of the given reaction. Given the reactants C(OC([N:8]1[CH2:13][CH2:12][N:11]([CH2:14][C:15]2[C:20]([O:21][C:22]([F:25])([F:24])[F:23])=[CH:19][C:18]([C:26]([O:28]CC)=O)=[C:17](N)[C:16]=2[Br:32])[CH2:10][CH2:9]1)=O)(C)(C)C.C(OC(N1CCN(CC2C(OC(F)(F)F)=CC(C(OCC)=O)=CC=2Cl)CC1)=O)(C)(C)C.C(OC(N1CCN(CC2C(OC(F)(F)F)=CC(C(O)=O)=CC=2Cl)CC1)=O)(C)(C)C.C(OC(N1CCN(CC2C(OC(F)(F)F)=CC(C(=O)[NH:119][CH2:120][C:121]3[CH:126]=[C:125]([Cl:127])[CH:124]=[CH:123][C:122]=3[S:128]([CH2:131][CH3:132])(=[O:130])=[O:129])=CC=2Cl)CC1)=O)(C)(C)C, predict the reaction product. The product is: [Br:32][C:16]1[CH:17]=[C:18]([CH:19]=[C:20]([O:21][C:22]([F:25])([F:23])[F:24])[C:15]=1[CH2:14][N:11]1[CH2:12][CH2:13][NH:8][CH2:9][CH2:10]1)[C:26]([NH:119][CH2:120][C:121]1[CH:126]=[C:125]([Cl:127])[CH:124]=[CH:123][C:122]=1[S:128]([CH2:131][CH3:132])(=[O:130])=[O:129])=[O:28].